From a dataset of Reaction yield outcomes from USPTO patents with 853,638 reactions. Predict the reaction yield, written as a fraction of the theoretical maximum amount of product (1.0 means a 100% yield; for example, 0.34 means a 34% yield). (1) The reactants are [Si]([O:8][C@@H:9]1[C:17]2[C:12](=[C:13]([C:18]3[S:22][C:21]([C:23]4[CH:24]=[CH:25][C:26]([O:31][CH:32]([CH3:34])[CH3:33])=[C:27]([CH:30]=4)[C:28]#[N:29])=[N:20][N:19]=3)[CH:14]=[CH:15][CH:16]=2)[CH2:11][CH2:10]1)(C(C)(C)C)(C)C.[F-].C([N+](CCCC)(CCCC)CCCC)CCC. The catalyst is C1COCC1.CC(=O)OCC. The product is [OH:8][C@@H:9]1[C:17]2[C:12](=[C:13]([C:18]3[S:22][C:21]([C:23]4[CH:24]=[CH:25][C:26]([O:31][CH:32]([CH3:34])[CH3:33])=[C:27]([CH:30]=4)[C:28]#[N:29])=[N:20][N:19]=3)[CH:14]=[CH:15][CH:16]=2)[CH2:11][CH2:10]1. The yield is 0.810. (2) The reactants are [Br:1][C:2]1[C:10]([F:11])=[C:9]([F:12])[C:5]([C:6]([OH:8])=[O:7])=[C:4]([F:13])[C:3]=1[F:14].[N+](=[CH2:17])=[N-]. The catalyst is CO. The product is [CH3:17][O:7][C:6](=[O:8])[C:5]1[C:4]([F:13])=[C:3]([F:14])[C:2]([Br:1])=[C:10]([F:11])[C:9]=1[F:12]. The yield is 0.850. (3) The reactants are Cl[C:2]1[CH:7]=[C:6]([N:8]2[CH:12]=[CH:11][CH:10]=[N:9]2)[CH:5]=[C:4]([C:13]2[CH:18]=[CH:17][C:16]([O:19][CH:20]([CH3:22])[CH3:21])=[CH:15][CH:14]=2)[N:3]=1.[F-:23].[Cs+].CS(C)=O. The catalyst is CCOC(C)=O. The product is [F:23][C:2]1[CH:7]=[C:6]([N:8]2[CH:12]=[CH:11][CH:10]=[N:9]2)[CH:5]=[C:4]([C:13]2[CH:18]=[CH:17][C:16]([O:19][CH:20]([CH3:22])[CH3:21])=[CH:15][CH:14]=2)[N:3]=1. The yield is 0.630. (4) The reactants are [C:1]([C:5]1[NH:6][C:7]2[C:12]([CH:13]=1)=[CH:11][C:10]([N+:14]([O-:16])=[O:15])=[CH:9]C=2C#N)([CH3:4])([CH3:3])[CH3:2].[OH-:19].[K+].[CH3:21][CH2:22][OH:23]. No catalyst specified. The product is [C:1]([C:5]1[NH:6][C:7]2[C:12]([CH:13]=1)=[CH:11][C:10]([N+:14]([O-:16])=[O:15])=[CH:9][C:21]=2[C:22]([OH:19])=[O:23])([CH3:4])([CH3:3])[CH3:2]. The yield is 0.770. (5) The reactants are [O-:1][Mn](=O)(=O)=O.[K+].[Cl:7][C:8]1[CH:13]=[N:12][C:11]([C:14]2[O:15]C=CC=2)=[CH:10][N:9]=1. The catalyst is C1C=CC=CC=1.O.[Cl-].C(C([NH3+])(C(=O)CCCCCCC)C(=O)CCCCCCC)(=O)CCCCCCC. The product is [Cl:7][C:8]1[N:9]=[CH:10][C:11]([C:14]([OH:15])=[O:1])=[N:12][CH:13]=1. The yield is 0.780. (6) The reactants are [OH-].[K+].[N+:3]([C:6]1[CH:11]=[CH:10][CH:9]=[CH:8][C:7]=1[S:12]([NH:15][C:16]1[CH:21]=[CH:20][CH:19]=[CH:18][CH:17]=1)(=[O:14])=[O:13])([O-:5])=[O:4].[Br:22][C:23]1[CH:24]=[CH:25][C:26]2[N:27]([CH2:37][CH2:38][CH2:39]Br)[C:28]3[C:33]([C:34]=2[CH:35]=1)=[CH:32][C:31]([Br:36])=[CH:30][CH:29]=3. The catalyst is CN(C=O)C.CCOC(C)=O. The product is [Br:36][C:31]1[CH:30]=[CH:29][C:28]2[N:27]([CH2:37][CH2:38][CH2:39][N:15]([C:16]3[CH:17]=[CH:18][CH:19]=[CH:20][CH:21]=3)[S:12]([C:7]3[CH:8]=[CH:9][CH:10]=[CH:11][C:6]=3[N+:3]([O-:5])=[O:4])(=[O:14])=[O:13])[C:26]3[C:34]([C:33]=2[CH:32]=1)=[CH:35][C:23]([Br:22])=[CH:24][CH:25]=3. The yield is 0.355.